This data is from Reaction yield outcomes from USPTO patents with 853,638 reactions. The task is: Predict the reaction yield, written as a fraction of the theoretical maximum amount of product (1.0 means a 100% yield; for example, 0.34 means a 34% yield). (1) The catalyst is O1CCOCC1. The yield is 0.840. The product is [CH2:19]([O:18][C:16]([N:10]1[CH:11]2[CH2:14][CH2:15][C:8]([C:6]([OH:7])=[O:5])([CH:13]=[CH:12]2)[O:9]1)=[O:17])[C:20]1[CH:21]=[CH:22][CH:23]=[CH:24][CH:25]=1. The reactants are C([O:5][C:6]([C:8]12[CH2:15][CH2:14][CH:11]([CH:12]=[CH:13]1)[N:10]([C:16]([O:18][CH2:19][C:20]1[CH:25]=[CH:24][CH:23]=[CH:22][CH:21]=1)=[O:17])[O:9]2)=[O:7])CCC.[OH-].[Na+]. (2) The yield is 0.700. The product is [N+:6]([C:9]1[C:10]2[O:11][C:12]([C:13]([OH:15])=[O:14])=[CH:16][C:17](=[O:19])[C:20]=2[CH:21]=[CH:22][CH:23]=1)([O-:8])=[O:7]. The reactants are ClS(O)(=O)=O.[N+:6]([C:9]1[CH:23]=[CH:22][CH:21]=[CH:20][C:10]=1[O:11]/[C:12](=[CH:16]\[C:17]([OH:19])=O)/[C:13]([OH:15])=[O:14])([O-:8])=[O:7].[N+](C1C=CC=CC=1O/C(=C/C(O)=O)/C(O)=O)([O-])=O. No catalyst specified.